From a dataset of NCI-60 drug combinations with 297,098 pairs across 59 cell lines. Regression. Given two drug SMILES strings and cell line genomic features, predict the synergy score measuring deviation from expected non-interaction effect. (1) Drug 1: C#CCC(CC1=CN=C2C(=N1)C(=NC(=N2)N)N)C3=CC=C(C=C3)C(=O)NC(CCC(=O)O)C(=O)O. Drug 2: C1CCC(C(C1)N)N.C(=O)(C(=O)[O-])[O-].[Pt+4]. Cell line: UACC-257. Synergy scores: CSS=1.90, Synergy_ZIP=-0.602, Synergy_Bliss=2.26, Synergy_Loewe=1.07, Synergy_HSA=1.00. (2) Cell line: HCT116. Synergy scores: CSS=12.9, Synergy_ZIP=-1.41, Synergy_Bliss=1.27, Synergy_Loewe=1.65, Synergy_HSA=1.91. Drug 2: B(C(CC(C)C)NC(=O)C(CC1=CC=CC=C1)NC(=O)C2=NC=CN=C2)(O)O. Drug 1: C1=CC(=CC=C1CC(C(=O)O)N)N(CCCl)CCCl.Cl.